From a dataset of Full USPTO retrosynthesis dataset with 1.9M reactions from patents (1976-2016). Predict the reactants needed to synthesize the given product. (1) Given the product [N:1]1([C@@H:11]([CH3:15])[C@@H:10]([CH3:12])[OH:14])[C:5]2[CH:6]=[CH:7][CH:8]=[CH:9][C:4]=2[N:3]=[CH:2]1, predict the reactants needed to synthesize it. The reactants are: [N:1]1[C:5]2[CH:6]=[CH:7][CH:8]=[CH:9][C:4]=2[NH:3][CH:2]=1.[C:10]([OH:14])(C)([CH3:12])[CH3:11].[CH3:15]C(C)([O-])C.[K+].O. (2) Given the product [N+:8]([C:7]1[C:2]([NH:17][C:13]2[CH:12]=[C:11]([CH3:18])[CH:16]=[CH:15][CH:14]=2)=[N:3][CH:4]=[CH:5][CH:6]=1)([O-:10])=[O:9], predict the reactants needed to synthesize it. The reactants are: Cl[C:2]1[C:7]([N+:8]([O-:10])=[O:9])=[CH:6][CH:5]=[CH:4][N:3]=1.[C:11]1([CH3:18])[CH:16]=[CH:15][CH:14]=[C:13]([NH2:17])[CH:12]=1.CCN(CC)CC. (3) Given the product [Cl:26][C:20]1[CH:19]=[C:18]([C:8]2([C:4]3[CH:5]=[CH:6][CH:7]=[C:2]([C:32]4[CH:37]=[N:36][CH:35]=[CH:34][N:33]=4)[CH:3]=3)[C:16]3[C:11](=[N:12][CH:13]=[CH:14][CH:15]=3)[C:10]([NH2:17])=[N:9]2)[CH:23]=[CH:22][C:21]=1[O:24][CH3:25], predict the reactants needed to synthesize it. The reactants are: Br[C:2]1[CH:3]=[C:4]([C:8]2([C:18]3[CH:23]=[CH:22][C:21]([O:24][CH3:25])=[C:20]([Cl:26])[CH:19]=3)[C:16]3[C:11](=[N:12][CH:13]=[CH:14][CH:15]=3)[C:10]([NH2:17])=[N:9]2)[CH:5]=[CH:6][CH:7]=1.C([Sn](CCCC)(CCCC)[C:32]1[CH:37]=[N:36][CH:35]=[CH:34][N:33]=1)CCC.